Dataset: Full USPTO retrosynthesis dataset with 1.9M reactions from patents (1976-2016). Task: Predict the reactants needed to synthesize the given product. (1) Given the product [F:4][C:5]1[CH:10]=[CH:9][C:8]([N:11]([CH2:14][C:15]2[N:16]=[C:17]([CH3:20])[S:18][CH:19]=2)[NH2:12])=[CH:7][CH:6]=1, predict the reactants needed to synthesize it. The reactants are: [NH2-].[Na+].Cl.[F:4][C:5]1[CH:10]=[CH:9][C:8]([NH:11][NH2:12])=[CH:7][CH:6]=1.Br[CH2:14][C:15]1[N:16]=[C:17]([CH3:20])[S:18][CH:19]=1. (2) Given the product [F:1][C:2]1[C:16]([N:17]2[CH2:22][CH2:21][O:20][CH2:19][CH2:18]2)=[CH:15][CH:14]=[CH:13][C:3]=1[CH2:4][OH:5], predict the reactants needed to synthesize it. The reactants are: [F:1][C:2]1[C:16]([N:17]2[CH2:22][CH2:21][O:20][CH2:19][CH2:18]2)=[CH:15][CH:14]=[CH:13][C:3]=1[C:4](OCCOCCBr)=[O:5].[BH4-].[Li+]. (3) Given the product [Br:8][C:6]1[CH:7]=[C:2]([NH:11][C:12]2[CH:17]=[CH:16][CH:15]=[CH:14][N:13]=2)[C:3](=[O:10])[N:4]([CH3:9])[CH:5]=1, predict the reactants needed to synthesize it. The reactants are: Br[C:2]1[C:3](=[O:10])[N:4]([CH3:9])[CH:5]=[C:6]([Br:8])[CH:7]=1.[NH2:11][C:12]1[CH:17]=[CH:16][CH:15]=[CH:14][N:13]=1.C(=O)([O-])[O-].[Cs+].[Cs+].CC1(C)C2C(=C(P(C3C=CC=CC=3)C3C=CC=CC=3)C=CC=2)OC2C(P(C3C=CC=CC=3)C3C=CC=CC=3)=CC=CC1=2. (4) Given the product [F:1][C:2]1[CH:3]=[C:4]([CH:21]2[CH2:22][CH2:23][CH:18]([CH2:24][CH2:3][CH2:2][CH2:7][CH3:6])[CH2:19][CH2:20]2)[CH:5]=[CH:6][C:7]=1[C:4]1[CH:5]=[CH:6][CH:7]=[C:2]([F:1])[CH:3]=1, predict the reactants needed to synthesize it. The reactants are: [F:1][C:2]1[CH:3]=[C:4](B(O)O)[CH:5]=[CH:6][CH:7]=1.C(=O)([O-])[O-].[K+].[K+].O.[C:18]1([CH3:24])[CH:23]=[CH:22][CH:21]=[CH:20][CH:19]=1.